This data is from NCI-60 drug combinations with 297,098 pairs across 59 cell lines. The task is: Regression. Given two drug SMILES strings and cell line genomic features, predict the synergy score measuring deviation from expected non-interaction effect. (1) Cell line: SK-MEL-2. Drug 1: CC1=C(C=C(C=C1)NC2=NC=CC(=N2)N(C)C3=CC4=NN(C(=C4C=C3)C)C)S(=O)(=O)N.Cl. Drug 2: C1=NC2=C(N=C(N=C2N1C3C(C(C(O3)CO)O)F)Cl)N. Synergy scores: CSS=25.8, Synergy_ZIP=-0.523, Synergy_Bliss=-0.898, Synergy_Loewe=-36.1, Synergy_HSA=-3.20. (2) Drug 1: C1=NC2=C(N=C(N=C2N1C3C(C(C(O3)CO)O)F)Cl)N. Drug 2: CC1=C(N=C(N=C1N)C(CC(=O)N)NCC(C(=O)N)N)C(=O)NC(C(C2=CN=CN2)OC3C(C(C(C(O3)CO)O)O)OC4C(C(C(C(O4)CO)O)OC(=O)N)O)C(=O)NC(C)C(C(C)C(=O)NC(C(C)O)C(=O)NCCC5=NC(=CS5)C6=NC(=CS6)C(=O)NCCC[S+](C)C)O. Cell line: TK-10. Synergy scores: CSS=23.7, Synergy_ZIP=-7.80, Synergy_Bliss=-2.85, Synergy_Loewe=-5.14, Synergy_HSA=-1.33. (3) Drug 1: CC1C(C(CC(O1)OC2CC(OC(C2O)C)OC3=CC4=CC5=C(C(=O)C(C(C5)C(C(=O)C(C(C)O)O)OC)OC6CC(C(C(O6)C)O)OC7CC(C(C(O7)C)O)OC8CC(C(C(O8)C)O)(C)O)C(=C4C(=C3C)O)O)O)O. Drug 2: CNC(=O)C1=NC=CC(=C1)OC2=CC=C(C=C2)NC(=O)NC3=CC(=C(C=C3)Cl)C(F)(F)F. Cell line: SNB-19. Synergy scores: CSS=39.3, Synergy_ZIP=3.68, Synergy_Bliss=3.28, Synergy_Loewe=-36.9, Synergy_HSA=-1.84.